Dataset: Forward reaction prediction with 1.9M reactions from USPTO patents (1976-2016). Task: Predict the product of the given reaction. (1) Given the reactants [C:1]1([CH3:11])[C:2]([S:7](Cl)(=[O:9])=[O:8])=[CH:3][CH:4]=[CH:5][CH:6]=1.[I:12][C:13]1[C:18]([CH2:19][OH:20])=[C:17]([I:21])[C:16]([CH2:22][OH:23])=[C:15]([I:24])[C:14]=1[CH2:25][OH:26].[OH2:27], predict the reaction product. The product is: [I:12][C:13]1[C:14]([CH2:25][O:26][S:7]([C:2]2[C:1]([CH3:11])=[CH:6][CH:5]=[CH:4][CH:3]=2)(=[O:9])=[O:8])=[C:15]([I:24])[C:16]([CH2:22][O:23][S:7]([C:2]2[C:1]([CH3:11])=[CH:6][CH:5]=[CH:4][CH:3]=2)(=[O:8])=[O:27])=[C:17]([I:21])[C:18]=1[CH2:19][O:20][S:7]([C:2]1[C:1]([CH3:11])=[CH:6][CH:5]=[CH:4][CH:3]=1)(=[O:9])=[O:8]. (2) Given the reactants [F:1][C:2]([F:36])([F:35])[C:3]1[CH:4]=[C:5]([CH:28]=[C:29]([C:31]([F:34])([F:33])[F:32])[CH:30]=1)[CH2:6][N:7]1[CH2:14][CH2:13][CH2:12][O:11][C:10]2[N:15]=[C:16](Cl)[CH:17]=[C:18]([C:19]3[CH:24]=[CH:23][CH:22]=[CH:21][C:20]=3[Cl:25])[C:9]=2[C:8]1=[O:27].[N:37]1([CH:42]2[CH2:47][CH2:46][NH:45][CH2:44][CH2:43]2)[CH2:41][CH2:40][CH2:39][CH2:38]1, predict the reaction product. The product is: [F:32][C:31]([F:34])([F:33])[C:29]1[CH:28]=[C:5]([CH:4]=[C:3]([C:2]([F:35])([F:36])[F:1])[CH:30]=1)[CH2:6][N:7]1[CH2:14][CH2:13][CH2:12][O:11][C:10]2[N:15]=[C:16]([N:45]3[CH2:46][CH2:47][CH:42]([N:37]4[CH2:41][CH2:40][CH2:39][CH2:38]4)[CH2:43][CH2:44]3)[CH:17]=[C:18]([C:19]3[CH:24]=[CH:23][CH:22]=[CH:21][C:20]=3[Cl:25])[C:9]=2[C:8]1=[O:27]. (3) Given the reactants [Cl:1][C:2]1[C:15]([Cl:16])=[CH:14][CH:13]=[CH:12][C:3]=1[CH2:4][CH:5]([C:8](=O)[CH2:9][CH3:10])[C:6]#[N:7].O.[NH2:18][NH2:19], predict the reaction product. The product is: [Cl:1][C:2]1[C:15]([Cl:16])=[CH:14][CH:13]=[CH:12][C:3]=1[CH2:4][C:5]1[C:8]([CH2:9][CH3:10])=[N:18][NH:19][C:6]=1[NH2:7].